From a dataset of Catalyst prediction with 721,799 reactions and 888 catalyst types from USPTO. Predict which catalyst facilitates the given reaction. (1) Product: [CH3:8][C:3]1[C:2]([NH:1][C:15](=[O:17])[CH3:16])=[CH:7][CH:6]=[CH:5][N:4]=1. The catalyst class is: 4. Reactant: [NH2:1][C:2]1[C:3]([CH3:8])=[N:4][CH:5]=[CH:6][CH:7]=1.N1C=CC=CC=1.[C:15](OC(=O)C)(=[O:17])[CH3:16]. (2) Reactant: [Cl:1][C:2]1[CH:7]=[C:6]([C:8](Cl)=[O:9])[CH:5]=[CH:4][N:3]=1.[NH2:11][C:12]1[CH:13]=[CH:14][C:15]([CH3:36])=[C:16]([N:18]2[C:27](=[O:28])[C:26]3[C:21](=[CH:22][CH:23]=[C:24]([N:29]4[CH2:34][CH2:33][N:32]([CH3:35])[CH2:31][CH2:30]4)[CH:25]=3)[N:20]=[CH:19]2)[CH:17]=1.C(N(CC)CC)C. Product: [Cl:1][C:2]1[CH:7]=[C:6]([C:8]([NH:11][C:12]2[CH:13]=[CH:14][C:15]([CH3:36])=[C:16]([N:18]3[C:27](=[O:28])[C:26]4[C:21](=[CH:22][CH:23]=[C:24]([N:29]5[CH2:34][CH2:33][N:32]([CH3:35])[CH2:31][CH2:30]5)[CH:25]=4)[N:20]=[CH:19]3)[CH:17]=2)=[O:9])[CH:5]=[CH:4][N:3]=1. The catalyst class is: 2. (3) Reactant: [OH:1][C:2]1[C:24]([O:25][CH3:26])=[CH:23][C:5]2[C:6]3[N:11]([CH:12]([CH:14]([CH3:16])[CH3:15])[CH2:13][C:4]=2[CH:3]=1)[CH:10]=[C:9]([C:17]([O:19][CH2:20][CH3:21])=[O:18])[C:8](=[O:22])[CH:7]=3.Br[CH2:28][CH2:29][CH2:30][CH2:31][O:32][CH3:33].C([O-])([O-])=O.[K+].[K+]. Product: [CH:14]([CH:12]1[N:11]2[C:6](=[CH:7][C:8](=[O:22])[C:9]([C:17]([O:19][CH2:20][CH3:21])=[O:18])=[CH:10]2)[C:5]2[CH:23]=[C:24]([O:25][CH3:26])[C:2]([O:1][CH2:28][CH2:29][CH2:30][CH2:31][O:32][CH3:33])=[CH:3][C:4]=2[CH2:13]1)([CH3:16])[CH3:15]. The catalyst class is: 3.